Predict the product of the given reaction. From a dataset of Forward reaction prediction with 1.9M reactions from USPTO patents (1976-2016). (1) Given the reactants [O-]CC.[Na+].[CH2:5]([C:12]#[N:13])[C:6]1[CH:11]=[CH:10][CH:9]=[CH:8][CH:7]=1.[CH2:14]([N:21]1[CH2:26][CH2:25][C:24](=O)[CH2:23][CH2:22]1)[C:15]1[CH:20]=[CH:19][CH:18]=[CH:17][CH:16]=1, predict the reaction product. The product is: [CH2:14]([N:21]1[CH2:26][CH2:25][C:24](=[C:5]([C:6]2[CH:11]=[CH:10][CH:9]=[CH:8][CH:7]=2)[C:12]#[N:13])[CH2:23][CH2:22]1)[C:15]1[CH:20]=[CH:19][CH:18]=[CH:17][CH:16]=1. (2) Given the reactants [NH2:1][C:2]1[CH:11]=[CH:10][C:5]2[N:6]=[C:7]([SH:9])[S:8][C:4]=2[CH:3]=1.[CH:12](=O)[CH3:13].C(O)(=O)C.[BH3-]C#N.[Na+], predict the reaction product. The product is: [CH2:12]([NH:1][C:2]1[CH:11]=[CH:10][C:5]2[N:6]=[C:7]([SH:9])[S:8][C:4]=2[CH:3]=1)[CH3:13]. (3) The product is: [Br:1][C:2]1[CH:7]=[N:6][CH:5]=[C:4]([CH2:8][O:9][CH2:10][C:11]2([C:24]3[CH:25]=[CH:26][CH:27]=[CH:28][CH:29]=3)[CH2:12][CH2:13][NH:14][CH2:15][CH2:16]2)[CH:3]=1. Given the reactants [Br:1][C:2]1[CH:3]=[C:4]([CH2:8][O:9][CH2:10][C:11]2([C:24]3[CH:29]=[CH:28][CH:27]=[CH:26][CH:25]=3)[CH2:16][CH2:15][N:14](C(OC(C)(C)C)=O)[CH2:13][CH2:12]2)[CH:5]=[N:6][CH:7]=1.C(O)(C(F)(F)F)=O, predict the reaction product. (4) The product is: [CH3:18][O:17][C:15]1[CH:16]=[C:11]([C:8]2[N:6]3[CH:7]=[C:2]([N:23]4[CH2:24][CH2:25][O:21][C:22]4=[O:26])[CH:3]=[CH:4][C:5]3=[N:10][CH:9]=2)[CH:12]=[N:13][C:14]=1[O:19][CH3:20]. Given the reactants Br[C:2]1[CH:3]=[CH:4][C:5]2[N:6]([C:8]([C:11]3[CH:12]=[N:13][C:14]([O:19][CH3:20])=[C:15]([O:17][CH3:18])[CH:16]=3)=[CH:9][N:10]=2)[CH:7]=1.[O:21]1[CH2:25][CH2:24][NH:23][C:22]1=[O:26].CN[C@@H]1CCCC[C@H]1NC.C(=O)([O-])[O-].[K+].[K+], predict the reaction product. (5) Given the reactants [Br:1][CH2:2][C:3]([C:5]1[C:14]2[C:9](=[CH:10][CH:11]=[C:12]([O:15][CH3:16])[N:13]=2)[N:8]=[CH:7][CH:6]=1)=[O:4].B(Cl)([C@@H]1[C@@H](C)[C@H]2C(C)(C)[C@@H](C2)C1)[C@@H]1[C@@H](C)[C@@H]2C(C)(C)[C@@H](C2)C1.N(CCO)CCO, predict the reaction product. The product is: [Br:1][CH2:2][C@@H:3]([C:5]1[C:14]2[C:9](=[CH:10][CH:11]=[C:12]([O:15][CH3:16])[N:13]=2)[N:8]=[CH:7][CH:6]=1)[OH:4]. (6) Given the reactants BrC1C=C(C=C(C(C2C=CC=C(OC(F)F)C=2)(C)C)C=1)N.[Cl:22][C:23]1[CH:24]=[C:25]([C:32]([O:35][C:36]2[N:41]=[CH:40][CH:39]=[CH:38][N:37]=2)([CH3:34])[CH3:33])[CH:26]=[C:27]([N+:29]([O-])=O)[CH:28]=1, predict the reaction product. The product is: [Cl:22][C:23]1[CH:28]=[C:27]([CH:26]=[C:25]([C:32]([O:35][C:36]2[N:37]=[CH:38][CH:39]=[CH:40][N:41]=2)([CH3:34])[CH3:33])[CH:24]=1)[NH2:29]. (7) The product is: [F:21][C:22]1[CH:37]=[CH:36][C:25]([O:26][C:5]2[CH:6]=[C:1]([C:7]3[NH:8][C:9]4[CH:10]=[CH:11][CH:12]=[C:13]5[C:19](=[O:20])[NH:18][CH2:17][CH2:16][C:15]=3[C:14]=45)[CH:2]=[CH:3][CH:4]=2)=[CH:24][CH:23]=1. Given the reactants [C:1]1([C:7]2[NH:8][C:9]3[CH:10]=[CH:11][CH:12]=[C:13]4[C:19](=[O:20])[NH:18][CH2:17][CH2:16][C:15]=2[C:14]=34)[CH:6]=[CH:5][CH:4]=[CH:3][CH:2]=1.[F:21][C:22]1[CH:37]=[CH:36][C:25]([O:26]C2C=C(B(O)O)C=CC=2)=[CH:24][CH:23]=1, predict the reaction product. (8) Given the reactants [NH2:1][C:2]1[C:7](=[O:8])[N:6]([CH3:9])[CH:5]=[C:4]([C:10]2[C:11]([CH2:28]C)=[C:12]([NH:16][C:17]([C:19]3[S:23][C:22]4[CH2:24][CH2:25][CH2:26][CH2:27][C:21]=4[CH:20]=3)=[O:18])[CH:13]=[CH:14][CH:15]=2)[CH:3]=1.Cl[C:31]1[N:36]=[CH:35][C:34]([CH:37]2[N:42]([CH3:43])[CH2:41][CH2:40][N:39]([CH3:44])[C:38]2=[O:45])=[CH:33][CH:32]=1.[CH3:46]C1(C)C2C=CC=C(P(C3C=CC=CC=3)C3C=CC=CC=3)C=2OC2C1=CC=CC=2P(C1C=CC=CC=1)C1C=CC=CC=1.C([O-])([O-])=O.[Cs+].[Cs+], predict the reaction product. The product is: [CH3:43][N:42]1[CH2:41][CH2:40][N:39]([CH3:44])[C:38](=[O:45])[CH:37]1[C:34]1[CH:33]=[CH:32][C:31]([NH:1][C:2]2[C:7](=[O:8])[N:6]([CH2:9][CH3:46])[CH:5]=[C:4]([C:10]3[C:11]([CH3:28])=[C:12]([NH:16][C:17]([C:19]4[S:23][C:22]5[CH2:24][CH2:25][CH2:26][CH2:27][C:21]=5[CH:20]=4)=[O:18])[CH:13]=[CH:14][CH:15]=3)[CH:3]=2)=[N:36][CH:35]=1.